From a dataset of Forward reaction prediction with 1.9M reactions from USPTO patents (1976-2016). Predict the product of the given reaction. Given the reactants [Cl:1][C:2]1[CH:3]=[C:4]2[C:8](=[CH:9][CH:10]=1)[N:7]([CH2:11][C:12]([O:14][CH3:15])=[O:13])[C:6]([CH3:16])=[CH:5]2.[CH2:17]([N:24]1[C:29](=[O:30])[CH:28]=[CH:27][C:26]([CH:31]=O)=[N:25]1)[C:18]1[CH:23]=[CH:22][CH:21]=[CH:20][CH:19]=1.C([SiH](CC)CC)C.FC(F)(F)C(O)=O.C([O-])(O)=O.[Na+], predict the reaction product. The product is: [CH2:17]([N:24]1[C:29](=[O:30])[CH:28]=[CH:27][C:26]([CH2:31][C:5]2[C:4]3[C:8](=[CH:9][CH:10]=[C:2]([Cl:1])[CH:3]=3)[N:7]([CH2:11][C:12]([O:14][CH3:15])=[O:13])[C:6]=2[CH3:16])=[N:25]1)[C:18]1[CH:19]=[CH:20][CH:21]=[CH:22][CH:23]=1.